This data is from Reaction yield outcomes from USPTO patents with 853,638 reactions. The task is: Predict the reaction yield, written as a fraction of the theoretical maximum amount of product (1.0 means a 100% yield; for example, 0.34 means a 34% yield). (1) The reactants are [NH2:1][C@@H:2]([CH2:33][C:34]1[CH:39]=[CH:38][CH:37]=[CH:36][CH:35]=1)[C@@H:3]([OH:32])[CH2:4][C@H:5]([NH:19][C:20]([C@@H:22]([NH:27][C:28](=[O:31])[O:29][CH3:30])[C:23]([CH3:26])([CH3:25])[CH3:24])=[O:21])[CH2:6][C:7]1[CH:12]=[CH:11][C:10]([C:13]2[CH:18]=[CH:17][CH:16]=[CH:15][N:14]=2)=[CH:9][CH:8]=1.[CH3:40][C@@H:41]([CH2:52][CH3:53])[C@H:42]([N:46]1[CH2:50][CH2:49][NH:48][C:47]1=[O:51])[C:43](O)=[O:44].CCOP(ON1N=NC2C=CC=CC=2C1=O)(OCC)=O.C(N(CC)C(C)C)(C)C. The catalyst is O1CCCC1. The product is [OH:32][C@H:3]([C@@H:2]([NH:1][C:43](=[O:44])[C@@H:42]([N:46]1[CH2:50][CH2:49][NH:48][C:47]1=[O:51])[C@@H:41]([CH3:40])[CH2:52][CH3:53])[CH2:33][C:34]1[CH:35]=[CH:36][CH:37]=[CH:38][CH:39]=1)[CH2:4][C@H:5]([NH:19][C:20]([C@@H:22]([NH:27][C:28](=[O:31])[O:29][CH3:30])[C:23]([CH3:26])([CH3:25])[CH3:24])=[O:21])[CH2:6][C:7]1[CH:12]=[CH:11][C:10]([C:13]2[CH:18]=[CH:17][CH:16]=[CH:15][N:14]=2)=[CH:9][CH:8]=1. The yield is 0.710. (2) The reactants are [CH3:1][NH:2][CH2:3][C:4]1[CH:9]=[CH:8][CH:7]=[CH:6][CH:5]=1.Cl[C:11]1[CH:16]=[N:15][CH:14]=[C:13]([Cl:17])[N:12]=1. No catalyst specified. The product is [CH2:3]([N:2]([CH3:1])[C:11]1[CH:16]=[N:15][CH:14]=[C:13]([Cl:17])[N:12]=1)[C:4]1[CH:9]=[CH:8][CH:7]=[CH:6][CH:5]=1. The yield is 0.700. (3) The yield is 0.0460. The product is [CH:19]([N:18]1[C:14]([C:12]2[N:13]=[C:6]3[C:5]4[CH:23]=[CH:24][C:2]([N:26]5[CH2:30][CH2:29][CH2:28][CH:27]5[CH:31]5[CH2:36][CH2:35][N:34]([CH:37]6[CH2:42][CH2:41][O:40][CH2:39][CH2:38]6)[CH2:33][CH2:32]5)=[CH:3][C:4]=4[O:10][CH2:9][CH2:8][N:7]3[CH:11]=2)=[N:15][C:16]([CH3:22])=[N:17]1)([CH3:21])[CH3:20]. The reactants are Br[C:2]1[CH:24]=[CH:23][C:5]2[C:6]3[N:7]([CH:11]=[C:12]([C:14]4[N:18]([CH:19]([CH3:21])[CH3:20])[N:17]=[C:16]([CH3:22])[N:15]=4)[N:13]=3)[CH2:8][CH2:9][O:10][C:4]=2[CH:3]=1.Cl.[NH:26]1[CH2:30][CH2:29][CH2:28][CH:27]1[CH:31]1[CH2:36][CH2:35][N:34]([CH:37]2[CH2:42][CH2:41][O:40][CH2:39][CH2:38]2)[CH2:33][CH2:32]1. The catalyst is C1(C)C=CC=CC=1.CC(C)([P](C(C)(C)C)([Pd][P](C(C)(C)C)(C(C)(C)C)C(C)(C)C)C(C)(C)C)C. (4) The reactants are [C:1]1([CH3:9])[C:2]([CH:7]=O)=[CH:3][CH:4]=[CH:5][CH:6]=1.C([O-])(=O)C.[NH4+].[N+:15]([CH3:18])([O-:17])=[O:16]. The catalyst is C(O)(=O)C.O. The product is [CH3:9][C:1]1[CH:6]=[CH:5][CH:4]=[CH:3][C:2]=1[CH:7]=[CH:18][N+:15]([O-:17])=[O:16]. The yield is 0.940. (5) The reactants are C([O:14][C:15]([C:17]1([O:20]/[N:21]=[C:22](/[C:71]2[N:72]=[C:73]([NH:76]C(OC(C)(C)C)=O)[S:74][CH:75]=2)\[C:23]([NH:25][C@@H:26]2[C:29](=[O:30])[N:28]([S:31]([OH:34])(=[O:33])=[O:32])[C@@H:27]2[CH2:35][N:36]2[N:40]=[C:39]([CH2:41][N:42]([CH2:60][CH2:61][CH2:62][NH:63]C(OC(C)(C)C)=O)[C:43]([NH:52]C(OC(C)(C)C)=O)=[N:44]C(OC(C)(C)C)=O)[CH:38]=[N:37]2)=[O:24])[CH2:19][CH2:18]1)=[O:16])(C1C=CC=CC=1)C1C=CC=CC=1.C(O)(C(F)(F)F)=O. The catalyst is C(Cl)Cl. The product is [NH2:63][CH2:62][CH2:61][CH2:60][N:42]([CH2:41][C:39]1[CH:38]=[N:37][N:36]([CH2:35][C@@H:27]2[C@H:26]([NH:25][C:23](=[O:24])/[C:22](=[N:21]\[O:20][C:17]3([C:15]([OH:16])=[O:14])[CH2:19][CH2:18]3)/[C:71]3[N:72]=[C:73]([NH2:76])[S:74][CH:75]=3)[C:29](=[O:30])[N:28]2[S:31]([OH:34])(=[O:32])=[O:33])[N:40]=1)[C:43]([NH2:52])=[NH:44]. The yield is 0.0800.